From a dataset of Full USPTO retrosynthesis dataset with 1.9M reactions from patents (1976-2016). Predict the reactants needed to synthesize the given product. (1) Given the product [CH2:6]([N-:9][CH2:10][CH3:11])[CH3:7].[Li+:1].[CH3:2][C:27]1([C:30]([O:32][CH2:33][CH3:34])=[O:31])[CH2:28][CH2:29][C:24]2([O:23][CH2:22][CH2:21][O:20]2)[CH2:25][CH2:26]1, predict the reactants needed to synthesize it. The reactants are: [Li:1][CH2:2]CCC.[CH:6]([NH:9][CH:10](C)[CH3:11])(C)[CH3:7].C(=O)=O.CC(C)=O.[O:20]1[C:24]2([CH2:29][CH2:28][CH:27]([C:30]([O:32][CH2:33][CH3:34])=[O:31])[CH2:26][CH2:25]2)[O:23][CH2:22][CH2:21]1.IC. (2) Given the product [F:17][C:18]1[CH:25]=[CH:24][C:21]([CH2:22][O:1][CH2:2][C:3]2[CH:4]=[CH:5][C:6]([NH:10][C:11](=[O:16])[C:12]([CH3:13])([CH3:15])[CH3:14])=[N:7][C:8]=2[CH3:9])=[CH:20][CH:19]=1, predict the reactants needed to synthesize it. The reactants are: [OH:1][CH2:2][C:3]1[CH:4]=[CH:5][C:6]([NH:10][C:11](=[O:16])[C:12]([CH3:15])([CH3:14])[CH3:13])=[N:7][C:8]=1[CH3:9].[F:17][C:18]1[CH:25]=[CH:24][C:21]([CH2:22]Br)=[CH:20][CH:19]=1. (3) Given the product [OH:32][C:29]([C:26]1[N:27]=[CH:28][C:23]([C:11]2[CH:10]=[CH:9][N:8]=[C:7]([C:5]([O:4][CH:1]([CH3:3])[CH3:2])=[O:6])[CH:12]=2)=[CH:24][CH:25]=1)([CH3:31])[CH3:30], predict the reactants needed to synthesize it. The reactants are: [CH:1]([O:4][C:5]([C:7]1[CH:12]=[C:11](B(O)O)[CH:10]=[CH:9][N:8]=1)=[O:6])([CH3:3])[CH3:2].C(=O)([O-])[O-].[K+].[K+].Br[C:23]1[CH:24]=[CH:25][C:26]([C:29]([OH:32])([CH3:31])[CH3:30])=[N:27][CH:28]=1. (4) Given the product [Br:2][C:3]1[CH:16]=[CH:15][C:6]([C:7]([N:9]2[CH2:14][CH2:13][N:12]([CH2:26][CH2:25][CH2:27][N:9]3[CH2:10][CH2:11][N:12]([C:17](=[O:20])[C:6]4[CH:15]=[CH:16][C:3]([Br:2])=[CH:4][CH:5]=4)[CH2:13][CH2:14]3)[CH2:11][CH2:10]2)=[O:8])=[CH:5][CH:4]=1, predict the reactants needed to synthesize it. The reactants are: Cl.[Br:2][C:3]1[CH:16]=[CH:15][C:6]([C:7]([N:9]2[CH2:14][CH2:13][NH:12][CH2:11][CH2:10]2)=[O:8])=[CH:5][CH:4]=1.[C:17](=[O:20])([O-])[O-].[Na+].[Na+].O.O.[CH:25](O)([CH3:27])[CH3:26]. (5) Given the product [F:30][C:29]([F:32])([F:31])[CH2:28][O:1][C:2]1[CH:3]=[C:4]([NH:8][C:9](=[O:15])[O:10][C:11]([CH3:12])([CH3:14])[CH3:13])[CH:5]=[CH:6][CH:7]=1, predict the reactants needed to synthesize it. The reactants are: [OH:1][C:2]1[CH:3]=[C:4]([NH:8][C:9](=[O:15])[O:10][C:11]([CH3:14])([CH3:13])[CH3:12])[CH:5]=[CH:6][CH:7]=1.C(=O)([O-])[O-].[K+].[K+].FC(F)(F)S(O[CH2:28][C:29]([F:32])([F:31])[F:30])(=O)=O. (6) Given the product [CH2:1]([C:5]1=[CH:6][N:7]([C:24]([CH3:25])([CH3:26])[CH3:27])[S:8]/[C:9]/1=[N:10]\[C:11]([C@:13]1([CH3:23])[CH2:17][CH2:16][C@H:15]([C:18]([NH:32][CH2:29][CH2:30][CH3:31])=[O:20])[C:14]1([CH3:21])[CH3:22])=[O:12])[CH2:2][CH2:3][CH3:4], predict the reactants needed to synthesize it. The reactants are: [CH2:1]([C:5]1=[CH:6][N:7]([C:24]([CH3:27])([CH3:26])[CH3:25])[S:8]/[C:9]/1=[N:10]\[C:11]([C@:13]1([CH3:23])[CH2:17][CH2:16][C@H:15]([C:18]([OH:20])=O)[C:14]1([CH3:22])[CH3:21])=[O:12])[CH2:2][CH2:3][CH3:4].Cl.[CH2:29]([NH2:32])[CH2:30][CH3:31]. (7) The reactants are: [NH2:1][C:2]1[CH:3]=[CH:4][N:5]([CH3:27])[C:6]2[C:7]=1[CH:8]=[CH:9][C:10]1[N:19]([C:20]3[CH:25]=[CH:24][C:23]([F:26])=[CH:22][CH:21]=3)[CH2:18][CH:17]=[C:12]3[NH:13][C:14](=[O:16])[C:15]=2[C:11]=13.C(O)(=O)C.C([BH3-])#N.[Na+].[CH2:36]([N:38]1[CH:42]=[CH:41][C:40]([CH:43]=O)=[N:39]1)[CH3:37]. Given the product [CH2:36]([N:38]1[CH:42]=[CH:41][C:40]([CH2:43][NH:1][C:2]2[CH:3]=[CH:4][N:5]([CH3:27])[C:6]3[C:7]=2[CH:8]=[CH:9][C:10]2[N:19]([C:20]4[CH:21]=[CH:22][C:23]([F:26])=[CH:24][CH:25]=4)[CH2:18][CH:17]=[C:12]4[NH:13][C:14](=[O:16])[C:15]=3[C:11]=24)=[N:39]1)[CH3:37], predict the reactants needed to synthesize it. (8) Given the product [ClH:9].[Cl:9][C:4]1[CH:3]=[C:2]([Br:1])[CH:7]=[CH:6][C:5]=1[O:8][NH2:10], predict the reactants needed to synthesize it. The reactants are: [Br:1][C:2]1[CH:7]=[CH:6][C:5]([OH:8])=[C:4]([Cl:9])[CH:3]=1.[NH2:10]OS(O)(=O)=O. (9) Given the product [CH3:18][N:15]1[C:16]([O:24][C:2]2[CH:3]=[C:4]([C:10]#[N:11])[CH:5]=[C:6]([CH:9]=2)[C:7]#[N:8])=[CH:17][C:13]([C:19]([F:22])([F:21])[F:20])=[N:14]1, predict the reactants needed to synthesize it. The reactants are: F[C:2]1[CH:3]=[C:4]([C:10]#[N:11])[CH:5]=[C:6]([CH:9]=1)[C:7]#[N:8].O[C:13]1([C:19]([F:22])([F:21])[F:20])[CH:17]=[CH:16][N:15]([CH3:18])[NH:14]1.C(=O)([O-])[O-:24].[K+].[K+].CN(C)C=O. (10) Given the product [F:5][C:6]([F:8])([F:7])[CH:1]([O:2][CH2:32][C:33]([O:35][C:36]([CH3:39])([CH3:38])[CH3:37])=[O:34])[CH:3]=[CH2:4], predict the reactants needed to synthesize it. The reactants are: [CH:1]([CH:3]=[CH2:4])=[O:2].[F:5][C:6]([Si](C)(C)C)([F:8])[F:7].CCCC[N+](CCCC)(CCCC)CCCC.[F-].Br[CH2:32][C:33]([O:35][C:36]([CH3:39])([CH3:38])[CH3:37])=[O:34].[OH-].[Na+].